From a dataset of Full USPTO retrosynthesis dataset with 1.9M reactions from patents (1976-2016). Predict the reactants needed to synthesize the given product. (1) Given the product [CH2:9]([C:30]1[C:29]([C:26]2[N:25]=[C:24]([C:16]3[CH:17]=[CH:18][C:19]([O:20][CH:21]([CH3:22])[CH3:23])=[C:14]([Cl:13])[CH:15]=3)[O:28][N:27]=2)=[CH:36][CH:35]=[CH:34][C:31]=1[C:32]#[N:33])[CH2:10][CH:11]=[CH2:12], predict the reactants needed to synthesize it. The reactants are: C(NC(C)C)(C)C.[Li][CH2:9][CH2:10][CH2:11][CH3:12].[Cl:13][C:14]1[CH:15]=[C:16]([C:24]2[O:28][N:27]=[C:26]([C:29]3[C:30](C)=[C:31]([CH:34]=[CH:35][CH:36]=3)[C:32]#[N:33])[N:25]=2)[CH:17]=[CH:18][C:19]=1[O:20][CH:21]([CH3:23])[CH3:22].C(Br)C=C.Cl.CCCC(C)C. (2) Given the product [Cl:1][C:2]1[C:3]([C:4]([NH:12][C:13]2[CH:18]=[CH:17][C:16]([N:19]([CH2:27][CH2:28][C:29]3[CH:34]=[CH:33][CH:32]=[CH:31][N:30]=3)[C:20](=[O:26])[O:21][C:22]([CH3:24])([CH3:25])[CH3:23])=[CH:15][CH:14]=2)=[O:6])=[CH:7][CH:8]=[C:9]([CH3:11])[N:10]=1, predict the reactants needed to synthesize it. The reactants are: [Cl:1][C:2]1[N:10]=[C:9]([CH3:11])[CH:8]=[CH:7][C:3]=1[C:4]([OH:6])=O.[NH2:12][C:13]1[CH:18]=[CH:17][C:16]([N:19]([CH2:27][CH2:28][C:29]2[CH:34]=[CH:33][CH:32]=[CH:31][N:30]=2)[C:20](=[O:26])[O:21][C:22]([CH3:25])([CH3:24])[CH3:23])=[CH:15][CH:14]=1.O.ON1C2C=CC=CC=2N=N1.CN(C)CCCN=C=NCC. (3) Given the product [CH3:1][C:2]1[CH:7]=[C:6]([C:8]#[C:9][CH3:10])[CH:5]=[C:4]([CH3:11])[C:3]=1[C:12]1[C:16](=[O:17])[CH:15]([CH2:18][C:19]2[CH:24]=[CH:23][CH:22]=[CH:21][N:20]=2)[CH2:14][C:13]=1[O:25][C:36]([S:38][CH:39]([CH3:41])[CH3:40])=[O:37], predict the reactants needed to synthesize it. The reactants are: [CH3:1][C:2]1[CH:7]=[C:6]([C:8]#[C:9][CH3:10])[CH:5]=[C:4]([CH3:11])[C:3]=1[CH:12]1[C:16](=[O:17])[CH:15]([CH2:18][C:19]2[CH:24]=[CH:23][CH:22]=[CH:21][N:20]=2)[CH2:14][C:13]1=[O:25].C(N(C(C)C)C(C)C)C.Cl[C:36]([S:38][CH:39]([CH3:41])[CH3:40])=[O:37]. (4) Given the product [C:4]([O:3][C:1]([N:8]1[CH2:16][C@H:14]([OH:15])[CH2:13][C@H:9]1[C:10](=[O:12])[NH:41][C@:36]1([C:34]([O:33][CH2:31][CH3:32])=[O:35])[CH2:38][C@H:37]1[CH:39]=[CH2:40])=[O:2])([CH3:5])([CH3:6])[CH3:7], predict the reactants needed to synthesize it. The reactants are: [C:1]([N:8]1[CH2:16][C@H:14]([OH:15])[CH2:13][C@H:9]1[C:10]([OH:12])=O)([O:3][C:4]([CH3:7])([CH3:6])[CH3:5])=[O:2].CN1CCOCC1.C(Cl)(=O)C(C)(C)C.[CH2:31]([O:33][C:34]([C@@:36]1([NH2:41])[CH2:38][C@H:37]1[CH:39]=[CH2:40])=[O:35])[CH3:32]. (5) Given the product [NH2:1][C@H:4]1[CH2:9][N:8]([C:10]([O:12][C:13]([CH3:14])([CH3:15])[CH3:16])=[O:11])[C@H:7]([C:17]([O:19][CH3:20])=[O:18])[CH2:6][CH2:5]1, predict the reactants needed to synthesize it. The reactants are: [N:1]([C@H:4]1[CH2:9][N:8]([C:10]([O:12][C:13]([CH3:16])([CH3:15])[CH3:14])=[O:11])[C@H:7]([C:17]([O:19][CH3:20])=[O:18])[CH2:6][CH2:5]1)=[N+]=[N-]. (6) Given the product [CH2:34]([N:33]([CH2:36][CH3:37])[C:32]([O:1][CH:2]1[CH2:7][C:6]([O:8][C:41](=[O:42])[N:40]([CH2:44][CH3:45])[CH2:38][CH3:39])=[C:5]([CH:9]([CH3:10])[CH3:11])[CH:4]=[C:3]1[C:12]([N:14]1[CH2:22][C:21]2[C:16](=[CH:17][CH:18]=[C:19]([CH2:23][N:24]3[CH2:29][CH2:28][N:27]([CH3:30])[CH2:26][CH2:25]3)[CH:20]=2)[CH2:15]1)=[O:13])=[O:47])[CH3:35], predict the reactants needed to synthesize it. The reactants are: [OH:1][C:2]1[CH:7]=[C:6]([OH:8])[C:5]([CH:9]([CH3:11])[CH3:10])=[CH:4][C:3]=1[C:12]([N:14]1[CH2:22][C:21]2[C:16](=[CH:17][CH:18]=[C:19]([CH2:23][N:24]3[CH2:29][CH2:28][N:27]([CH3:30])[CH2:26][CH2:25]3)[CH:20]=2)[CH2:15]1)=[O:13].C[CH2:32][N:33]([CH2:36][CH3:37])[CH2:34][CH3:35].[CH2:38]([N:40]([CH2:44][CH3:45])[C:41](Cl)=[O:42])[CH3:39].C([O-])([O-])=[O:47].[K+].[K+].